Predict the reactants needed to synthesize the given product. From a dataset of Full USPTO retrosynthesis dataset with 1.9M reactions from patents (1976-2016). (1) Given the product [NH2:13][C:9]1[N:10]=[C:11]([CH3:12])[C:6]([CH2:5][CH2:4][CH2:3][CH2:2][NH:1][CH2:20][C:22]2[CH:23]=[C:24]([CH2:28][C:29]([O:31][CH3:32])=[O:30])[CH:25]=[CH:26][CH:27]=2)=[C:7]([NH:14][CH2:15][CH2:16][CH2:17][CH2:18][CH3:19])[N:8]=1, predict the reactants needed to synthesize it. The reactants are: [NH2:1][CH2:2][CH2:3][CH2:4][CH2:5][C:6]1[C:7]([NH:14][CH2:15][CH2:16][CH2:17][CH2:18][CH3:19])=[N:8][C:9]([NH2:13])=[N:10][C:11]=1[CH3:12].[CH:20]([C:22]1[CH:23]=[C:24]([CH2:28][C:29]([O:31][CH3:32])=[O:30])[CH:25]=[CH:26][CH:27]=1)=O.C(O)(=O)C.C(O[BH-](OC(=O)C)OC(=O)C)(=O)C.[Na+]. (2) The reactants are: F[C:2]1[N:7]=[C:6]([C:8]2[CH:9]=[N:10][CH:11]=[CH:12][CH:13]=2)[C:5]([O:14]C)=[CH:4][CH:3]=1.[CH3:16][S-:17].[Na+]. Given the product [CH3:16][S:17][C:2]1[N:7]=[C:6]([C:8]2[CH:9]=[N:10][CH:11]=[CH:12][CH:13]=2)[C:5]([OH:14])=[CH:4][CH:3]=1, predict the reactants needed to synthesize it. (3) Given the product [Cl:1][C:2]1[CH:10]=[C:9]([C:11](=[O:13])[CH3:12])[C:8]([C:14]2[CH:19]=[C:18]([F:20])[CH:17]=[C:16]([F:21])[CH:15]=2)=[C:7]2[C:3]=1[CH:4]=[N:5][N:6]2[CH3:24], predict the reactants needed to synthesize it. The reactants are: [Cl:1][C:2]1[CH:10]=[C:9]([C:11](=[O:13])[CH3:12])[C:8]([C:14]2[CH:19]=[C:18]([F:20])[CH:17]=[C:16]([F:21])[CH:15]=2)=[C:7]2[C:3]=1[CH:4]=[N:5][NH:6]2.[H-].[Na+].[CH3:24]I. (4) Given the product [CH2:1]([O:8][C:9]1[C:14](=[O:15])[N:13]([CH3:16])[C:12]([O:17][CH2:18][CH3:19])=[N:11][C:10]=1[C:20]1[O:22][N:34]=[C:31]([CH2:30][C:27]2[CH:28]=[CH:29][C:24]([F:23])=[CH:25][CH:26]=2)[N:32]=1)[C:2]1[CH:3]=[CH:4][CH:5]=[CH:6][CH:7]=1, predict the reactants needed to synthesize it. The reactants are: [CH2:1]([O:8][C:9]1[C:14](=[O:15])[N:13]([CH3:16])[C:12]([O:17][CH2:18][CH3:19])=[N:11][C:10]=1[C:20]([OH:22])=O)[C:2]1[CH:7]=[CH:6][CH:5]=[CH:4][CH:3]=1.[F:23][C:24]1[CH:29]=[CH:28][C:27]([CH2:30][C:31](=[NH:34])[NH:32]O)=[CH:26][CH:25]=1.CN(C(ON1N=NC2C=CC=NC1=2)=[N+](C)C)C.F[P-](F)(F)(F)(F)F.CCN(C(C)C)C(C)C. (5) Given the product [O:12]1[CH:13]=[CH:14][N:15]=[C:11]1[C:8]1[CH:9]=[CH:10][C:5]([OH:4])=[CH:6][CH:7]=1, predict the reactants needed to synthesize it. The reactants are: C([O:4][C:5]1[CH:10]=[CH:9][C:8]([C:11]2[O:12][CH:13]=[CH:14][N:15]=2)=[CH:7][CH:6]=1)(=O)C. (6) Given the product [CH2:1]([NH:7][C:28]([C:17]1[N:18]([CH3:27])[C:19]([C:20]2[CH:25]=[CH:24][C:23]([Cl:26])=[CH:22][CH:21]=2)=[C:15]([C:12]2[CH:11]=[CH:10][C:9]([Cl:8])=[CH:14][CH:13]=2)[N:16]=1)=[O:29])[CH2:2][CH2:3][CH2:4][CH2:5][CH3:6], predict the reactants needed to synthesize it. The reactants are: [CH2:1]([NH2:7])[CH2:2][CH2:3][CH2:4][CH2:5][CH3:6].[Cl:8][C:9]1[CH:14]=[CH:13][C:12]([C:15]2[N:16]=[C:17]([C:28](O)=[O:29])[N:18]([CH3:27])[C:19]=2[C:20]2[CH:25]=[CH:24][C:23]([Cl:26])=[CH:22][CH:21]=2)=[CH:11][CH:10]=1. (7) The reactants are: [F:1][C:2]([F:9])([F:8])[CH2:3][O:4][CH2:5][CH2:6][OH:7].C(N(CC)CC)C.[C:17]1([CH3:27])[CH:22]=[CH:21][C:20]([S:23](Cl)(=[O:25])=[O:24])=[CH:19][CH:18]=1.O. Given the product [C:17]1([CH3:27])[CH:22]=[CH:21][C:20]([S:23]([O:7][CH2:6][CH2:5][O:4][CH2:3][C:2]([F:9])([F:8])[F:1])(=[O:25])=[O:24])=[CH:19][CH:18]=1, predict the reactants needed to synthesize it. (8) Given the product [C:12]([C:6]1([OH:11])[CH2:7][CH2:8][CH2:9][CH2:10][C:5]21[CH2:1][CH2:2][CH2:3][CH2:4]2)#[CH:13], predict the reactants needed to synthesize it. The reactants are: [CH2:1]1[C:5]2([CH2:10][CH2:9][CH2:8][CH2:7][C:6]2=[O:11])[CH2:4][CH2:3][CH2:2]1.[C:12]1(=O)CCCC[CH2:13]1.BrCCCCBr.[NH4+].[Cl-].Cl. (9) Given the product [ClH:24].[CH2:20]([N:19]1[C:14]2[CH:15]=[CH:16][CH:17]=[CH:18][C:13]=2[N:12]=[C:11]1[C:8]([NH2:7])([CH3:10])[CH3:9])[CH3:21], predict the reactants needed to synthesize it. The reactants are: C(OC(=O)[NH:7][C:8]([C:11](=O)[NH:12][C:13]1[CH:18]=[CH:17][CH:16]=[CH:15][C:14]=1[NH:19][CH2:20][CH3:21])([CH3:10])[CH3:9])(C)(C)C.[ClH:24].O1CCOCC1.